From a dataset of Full USPTO retrosynthesis dataset with 1.9M reactions from patents (1976-2016). Predict the reactants needed to synthesize the given product. (1) Given the product [CH3:11][C:3]1[CH:4]=[CH:5][CH:6]=[C:7]([N+:8]([O-:10])=[O:9])[C:2]=1[NH:12][CH2:13][CH2:14][N:15]1[CH2:20][CH2:19][O:18][CH2:17][CH2:16]1, predict the reactants needed to synthesize it. The reactants are: Cl[C:2]1[C:7]([N+:8]([O-:10])=[O:9])=[CH:6][CH:5]=[CH:4][C:3]=1[CH3:11].[NH2:12][CH2:13][CH2:14][N:15]1[CH2:20][CH2:19][O:18][CH2:17][CH2:16]1.C(N(CC)CC)C. (2) Given the product [CH3:1][O:2][C:3]([C:5]1[CH:6]=[CH:7][CH:8]=[C:9]2[C:14]=1[NH:13][CH:12]([C:15]1[CH:20]=[CH:19][CH:18]=[C:17]([N:24]3[CH2:29][CH2:28][O:27][CH2:26][CH2:25]3)[CH:16]=1)[CH2:11][C:10]2([CH3:23])[CH3:22])=[O:4], predict the reactants needed to synthesize it. The reactants are: [CH3:1][O:2][C:3]([C:5]1[CH:6]=[CH:7][CH:8]=[C:9]2[C:14]=1[NH:13][CH:12]([C:15]1[CH:20]=[CH:19][CH:18]=[C:17](Br)[CH:16]=1)[CH2:11][C:10]2([CH3:23])[CH3:22])=[O:4].[NH:24]1[CH2:29][CH2:28][O:27][CH2:26][CH2:25]1.Cl.CN(C)CC(O)=O.C(=O)([O-])[O-].[K+].[K+]. (3) Given the product [C:18]([C:17]1[CH:16]=[CH:20][C:9]([F:15])=[C:10]2[C:14]=1[NH:13][CH:12]=[CH:11]2)(=[O:19])[CH3:1], predict the reactants needed to synthesize it. The reactants are: [CH3:1][Mg+].[Br-].C(C1C=C[C:9]([F:15])=[C:10]2[C:14]=1[NH:13][CH:12]=[CH:11]2)#N.[CH2:16]1[CH2:20][O:19][CH2:18][CH2:17]1. (4) Given the product [CH:1]1([C:4]2[N:5]=[CH:6][C:7]([O:10][C@H:11]3[CH2:20][N:14]4[CH2:15][CH2:16][N:17]([CH2:24][C:25]5[CH:30]=[CH:29][CH:28]=[C:27]([C:31]([F:32])([F:33])[F:34])[CH:26]=5)[C:18](=[O:19])[C@@H:13]4[CH2:12]3)=[N:8][CH:9]=2)[CH2:3][CH2:2]1, predict the reactants needed to synthesize it. The reactants are: [CH:1]1([C:4]2[N:5]=[CH:6][C:7]([O:10][CH:11]3[CH2:20][N:14]4[CH2:15][CH2:16][NH:17][C:18](=[O:19])[CH:13]4[CH2:12]3)=[N:8][CH:9]=2)[CH2:3][CH2:2]1.[H-].[Na+].Br[CH2:24][C:25]1[CH:30]=[CH:29][CH:28]=[C:27]([C:31]([F:34])([F:33])[F:32])[CH:26]=1.